This data is from Reaction yield outcomes from USPTO patents with 853,638 reactions. The task is: Predict the reaction yield, written as a fraction of the theoretical maximum amount of product (1.0 means a 100% yield; for example, 0.34 means a 34% yield). (1) The reactants are [C:1]([O:5][C:6]([NH:8][C@:9]1([C:14]([O:16]CC)=[O:15])[CH2:11][C@H:10]1[CH:12]=[CH2:13])=[O:7])([CH3:4])([CH3:3])[CH3:2].O.[OH-].[Li+].[OH-].[Li+].Cl. The catalyst is O.O1CCCC1. The product is [C:1]([O:5][C:6]([NH:8][C@:9]1([C:14]([OH:16])=[O:15])[CH2:11][C@@H:10]1[CH:12]=[CH2:13])=[O:7])([CH3:4])([CH3:2])[CH3:3]. The yield is 1.00. (2) The reactants are Br[C:2]1[C:7]([CH3:8])=[C:6]([N+:9]([O-:11])=[O:10])[C:5]([CH3:12])=[CH:4][C:3]=1[CH3:13].[CH3:14][O-:15].[Na+]. The catalyst is CO.N1C=CC=CC=1. The product is [N+:9]([C:6]1[C:7]([CH3:8])=[C:2]([O:15][CH3:14])[C:3]([CH3:13])=[CH:4][C:5]=1[CH3:12])([O-:11])=[O:10]. The yield is 0.540. (3) The reactants are C([Li])CCC.Br[C:7]1[S:11][C:10]([CH:12]2[O:16][CH2:15][CH2:14][O:13]2)=[CH:9][CH:8]=1.[F:17][C:18]1[CH:25]=[CH:24][C:21]([CH2:22]Br)=[CH:20][CH:19]=1.O. The catalyst is O1CCCC1.C(OCC)(=O)C. The product is [F:17][C:18]1[CH:25]=[CH:24][C:21]([CH2:22][C:7]2[S:11][C:10]([CH:12]3[O:16][CH2:15][CH2:14][O:13]3)=[CH:9][CH:8]=2)=[CH:20][CH:19]=1. The yield is 0.264. (4) The reactants are [O:1]1[CH2:6][CH2:5][CH:4]([NH:7][CH2:8][C:9]([OH:11])=[O:10])[CH2:3][CH2:2]1.CCN(CC)CC.[O:19](C(OC(C)(C)C)=O)[C:20]([O:22][C:23]([CH3:26])([CH3:25])[CH3:24])=O.Cl.O.P. The catalyst is CN(C=O)C. The product is [C:23]([O:22][C:20]([N:7]([CH:4]1[CH2:3][CH2:2][O:1][CH2:6][CH2:5]1)[CH2:8][C:9]([OH:11])=[O:10])=[O:19])([CH3:26])([CH3:25])[CH3:24]. The yield is 0.430. (5) The reactants are [S:1]1[C:5](C(O)=O)=[CH:4][C:3]2[CH2:9][CH2:10][CH2:11][C:2]1=2.C1C=CC(P(N=[N+]=[N-])(C2C=CC=CC=2)=[O:19])=CC=1.C([N:31]([CH2:34]C)CC)C.[C:36]([OH:40])([CH3:39])([CH3:38])[CH3:37]. No catalyst specified. The product is [S:1]1[C:5]([NH:31][C:34](=[O:19])[O:40][C:36]([CH3:39])([CH3:38])[CH3:37])=[CH:4][C:3]2[CH2:9][CH2:10][CH2:11][C:2]1=2. The yield is 0.670. (6) The reactants are [Cl:1][C:2]1[CH:11]=[C:10]([O:12][CH3:13])[C:9]2[C:4](=[CH:5][CH:6]=[CH:7][CH:8]=2)[N:3]=1.[NH2:14][C@@H:15]1[CH2:20][CH2:19][C@H:18]([NH:21][C:22](=[O:31])[C:23]2[CH:28]=[CH:27][C:26]([F:29])=[C:25]([F:30])[CH:24]=2)[CH2:17][CH2:16]1.C([O-])(O)=O.[Na+]. The catalyst is C(O)CCC. The product is [ClH:1].[F:30][C:25]1[CH:24]=[C:23]([CH:28]=[CH:27][C:26]=1[F:29])[C:22]([NH:21][C@H:18]1[CH2:17][CH2:16][C@@H:15]([NH:14][C:2]2[CH:11]=[C:10]([O:12][CH3:13])[C:9]3[C:4](=[CH:5][CH:6]=[CH:7][CH:8]=3)[N:3]=2)[CH2:20][CH2:19]1)=[O:31]. The yield is 0.140. (7) The reactants are [CH2:1]([OH:4])[CH2:2][OH:3].O.[C:6]1([CH3:16])[CH:11]=[CH:10][C:9](S(O)(=O)=O)=[CH:8][CH:7]=1.C([C@:19]12[CH2:32][CH2:31][C:30](=O)[CH2:29][C@H:28]1[CH2:27][CH2:26][C:25]1[CH:24]=[C:23]([C:34]([O:36][CH3:37])=[O:35])[CH:22]=[CH:21][C:20]2=1)C.C([C@@:19]12[CH2:32][CH2:31][C:30](=O)[CH2:29][C@@H:28]1[CH2:27][CH2:26][C:25]1[CH:24]=[C:23]([C:34]([O:36][CH3:37])=[O:35])[CH:22]=[CH:21][C:20]2=1)C. The catalyst is C1(C)C=CC=CC=1. The product is [CH2:16]([C@:19]12[C:20]3[C:25](=[CH:24][C:23]([C:34]([O:36][CH3:37])=[O:35])=[CH:22][CH:21]=3)[CH2:26][CH2:27][C@H:28]1[CH2:29][C:30]1([O:4][CH2:1][CH2:2][O:3]1)[CH2:31][CH2:32]2)[C:6]1[CH:11]=[CH:10][CH:9]=[CH:8][CH:7]=1. The yield is 0.850.